Regression. Given a peptide amino acid sequence and an MHC pseudo amino acid sequence, predict their binding affinity value. This is MHC class II binding data. From a dataset of Peptide-MHC class II binding affinity with 134,281 pairs from IEDB. (1) The peptide sequence is GVTLVRKNRWLLLNV. The MHC is DRB3_0202 with pseudo-sequence DRB3_0202. The binding affinity (normalized) is 0.692. (2) The peptide sequence is EAVVKTLQPVSDLLT. The MHC is DRB1_0101 with pseudo-sequence DRB1_0101. The binding affinity (normalized) is 0.938. (3) The peptide sequence is GELQIVDKIDAAQKI. The MHC is DRB1_0404 with pseudo-sequence DRB1_0404. The binding affinity (normalized) is 0.632. (4) The peptide sequence is EKVYTMDGEYRLRGEERK. The MHC is DRB5_0101 with pseudo-sequence DRB5_0101. The binding affinity (normalized) is 0.181. (5) The peptide sequence is CRKELAAVSVDCSEY. The MHC is DRB1_0401 with pseudo-sequence DRB1_0401. The binding affinity (normalized) is 0.401. (6) The peptide sequence is PLGLLLKNLTTSSYV. The MHC is DRB1_0401 with pseudo-sequence DRB1_0401. The binding affinity (normalized) is 0.849. (7) The peptide sequence is RFFLPIFSDEVLYNM. The MHC is DRB1_0101 with pseudo-sequence DRB1_0101. The binding affinity (normalized) is 0.817. (8) The peptide sequence is EAYRMRFAAVITRVI. The MHC is DRB1_0101 with pseudo-sequence DRB1_0101. The binding affinity (normalized) is 0.867. (9) The peptide sequence is ALEDDLLNRNNSFKP. The MHC is DRB1_0701 with pseudo-sequence DRB1_0701. The binding affinity (normalized) is 0. (10) The peptide sequence is CADILAIASRVLVTM. The MHC is HLA-DQA10101-DQB10501 with pseudo-sequence HLA-DQA10101-DQB10501. The binding affinity (normalized) is 0.200.